This data is from Catalyst prediction with 721,799 reactions and 888 catalyst types from USPTO. The task is: Predict which catalyst facilitates the given reaction. The catalyst class is: 9. Reactant: [Br:1][C:2]1[CH:7]=[C:6](F)[C:5]([N+:9]([O-:11])=[O:10])=[CH:4][C:3]=1[Cl:12].[O:13]1[CH2:18][CH2:17][CH:16]([CH2:19][NH2:20])[CH2:15][CH2:14]1.C(=O)([O-])[O-].[K+].[K+]. Product: [Br:1][C:2]1[C:3]([Cl:12])=[CH:4][C:5]([N+:9]([O-:11])=[O:10])=[C:6]([CH:7]=1)[NH:20][CH2:19][CH:16]1[CH2:17][CH2:18][O:13][CH2:14][CH2:15]1.